Dataset: Peptide-MHC class I binding affinity with 185,985 pairs from IEDB/IMGT. Task: Regression. Given a peptide amino acid sequence and an MHC pseudo amino acid sequence, predict their binding affinity value. This is MHC class I binding data. The peptide sequence is RVYLNGIGK. The MHC is HLA-B15:17 with pseudo-sequence HLA-B15:17. The binding affinity (normalized) is 0.368.